The task is: Predict the reaction yield, written as a fraction of the theoretical maximum amount of product (1.0 means a 100% yield; for example, 0.34 means a 34% yield).. This data is from Reaction yield outcomes from USPTO patents with 853,638 reactions. (1) The reactants are [OH:1][C:2]1([C:31](O)=[O:32])[CH2:7][CH2:6][CH:5]([N:8]2[C:16]([NH:17][C:18]3[C:23]([F:24])=[CH:22][C:21]([F:25])=[CH:20][C:19]=3[F:26])=[N:15][C:14]3[C:9]2=[N:10][C:11]([NH:27][CH:28]([CH3:30])[CH3:29])=[N:12][CH:13]=3)[CH2:4][CH2:3]1.[CH:34]1([NH2:39])[CH2:38][CH2:37][CH2:36][CH2:35]1.C(NC(C)C)(C)C. The catalyst is C1COCC1. The product is [CH:34]1([NH:39][C:31]([C:2]2([OH:1])[CH2:7][CH2:6][CH:5]([N:8]3[C:16]([NH:17][C:18]4[C:23]([F:24])=[CH:22][C:21]([F:25])=[CH:20][C:19]=4[F:26])=[N:15][C:14]4[C:9]3=[N:10][C:11]([NH:27][CH:28]([CH3:30])[CH3:29])=[N:12][CH:13]=4)[CH2:4][CH2:3]2)=[O:32])[CH2:38][CH2:37][CH2:36][CH2:35]1. The yield is 0.660. (2) The reactants are [O:1]=[C:2]1[C:7]([CH2:8][C:9]2[CH:14]=[CH:13][C:12]([C:15]3[C:16]([C:21]#[N:22])=[CH:17][CH:18]=[CH:19][CH:20]=3)=[CH:11][CH:10]=2)=[C:6]([CH2:23][CH2:24][CH3:25])[N:5]2[N:26]=[CH:27][N:28]=[C:4]2[NH:3]1.[C:29]([C:32]1[CH:37]=[CH:36][C:35](B(O)O)=[CH:34][CH:33]=1)(=[O:31])[CH3:30].[CH2:41](N(CC)CC)C.N1C=CC=CC=1. The catalyst is ClCCl.C(OCC)(=O)C.C([O-])(=O)C.[Cu+2].C([O-])(=O)C. The product is [OH:31][C:29]([C:32]1[CH:37]=[CH:36][C:35]([N:3]2[C:2](=[O:1])[C:7]([CH2:8][C:9]3[CH:10]=[CH:11][C:12]([C:15]4[C:16]([C:21]#[N:22])=[CH:17][CH:18]=[CH:19][CH:20]=4)=[CH:13][CH:14]=3)=[C:6]([CH2:23][CH2:24][CH3:25])[N:5]3[N:26]=[CH:27][N:28]=[C:4]23)=[CH:34][CH:33]=1)([CH3:41])[CH3:30]. The yield is 0.410. (3) The reactants are [CH2:1]([O:3][C:4](=[O:15])[CH:5]([OH:14])[CH:6]([C:8]1[CH:13]=[CH:12][CH:11]=[CH:10][CH:9]=1)[NH2:7])[CH3:2].C(O)(=O)C(C(C(O)=O)O)O. The catalyst is C(O)C. The product is [CH2:1]([O:3][C:4](=[O:15])[C@H:5]([OH:14])[C@@H:6]([C:8]1[CH:13]=[CH:12][CH:11]=[CH:10][CH:9]=1)[NH2:7])[CH3:2]. The yield is 0.383. (4) The reactants are [CH:1]([C:4]1[O:8][N:7]=[C:6]([C@H:9]2[CH2:14][CH2:13][C@H:12]([C:15]([OH:17])=O)[CH2:11][CH2:10]2)[N:5]=1)([CH3:3])[CH3:2].[NH2:18][CH2:19][CH2:20][NH:21][C:22](=[O:28])[O:23][C:24]([CH3:27])([CH3:26])[CH3:25].CCN=C=NCCCN(C)C.Cl.C1C=CC2N(O)N=NC=2C=1.O.C(N(CC)CC)C. The catalyst is CC#N.CCOC(C)=O. The product is [CH:1]([C:4]1[O:8][N:7]=[C:6]([C@H:9]2[CH2:10][CH2:11][C@H:12]([C:15]([NH:18][CH2:19][CH2:20][NH:21][C:22](=[O:28])[O:23][C:24]([CH3:26])([CH3:25])[CH3:27])=[O:17])[CH2:13][CH2:14]2)[N:5]=1)([CH3:2])[CH3:3]. The yield is 0.900. (5) The catalyst is O1CCOCC1.Cl[Pd]Cl.C1(P(C2C=CC=CC=2)[C-]2C=CC=C2)C=CC=CC=1.[C-]1(P(C2C=CC=CC=2)C2C=CC=CC=2)C=CC=C1.[Fe+2]. The yield is 0.330. The reactants are C([O-])(=O)C.[K+].Br[C:7]1[CH:8]=[C:9]2[C:13](=[CH:14][CH:15]=1)[NH:12][C:11]([CH3:16])=[CH:10]2.[B:17]1([B:17]2[O:21][C:20]([CH3:23])([CH3:22])[C:19]([CH3:25])([CH3:24])[O:18]2)[O:21][C:20]([CH3:23])([CH3:22])[C:19]([CH3:25])([CH3:24])[O:18]1. The product is [CH3:16][C:11]1[NH:12][C:13]2[C:9]([CH:10]=1)=[CH:8][C:7]([B:17]1[O:21][C:20]([CH3:23])([CH3:22])[C:19]([CH3:25])([CH3:24])[O:18]1)=[CH:15][CH:14]=2.